This data is from Peptide-MHC class I binding affinity with 185,985 pairs from IEDB/IMGT. The task is: Regression. Given a peptide amino acid sequence and an MHC pseudo amino acid sequence, predict their binding affinity value. This is MHC class I binding data. (1) The peptide sequence is VFDSKLISEK. The MHC is HLA-A33:01 with pseudo-sequence HLA-A33:01. The binding affinity (normalized) is 0.315. (2) The peptide sequence is IQDLEEPCTK. The MHC is HLA-A68:01 with pseudo-sequence HLA-A68:01. The binding affinity (normalized) is 0.187. (3) The peptide sequence is TASLSPGMMM. The MHC is Mamu-A02 with pseudo-sequence Mamu-A02. The binding affinity (normalized) is 0.561.